Predict the reactants needed to synthesize the given product. From a dataset of Full USPTO retrosynthesis dataset with 1.9M reactions from patents (1976-2016). (1) Given the product [C:1]1([C:7]2([N:14]3[CH2:15][CH2:16][CH:17]([N:20]4[C:24]5[CH:25]=[CH:26][CH:27]=[CH:28][C:23]=5[N:22]=[C:21]4[NH:29][CH2:30][CH2:31][NH:32][C:41]([NH2:42])=[NH:40])[CH2:18][CH2:19]3)[CH2:13][CH2:12][CH2:11][CH2:10][CH2:9][CH2:8]2)[CH:2]=[CH:3][CH:4]=[CH:5][CH:6]=1, predict the reactants needed to synthesize it. The reactants are: [C:1]1([C:7]2([N:14]3[CH2:19][CH2:18][CH:17]([N:20]4[C:24]5[CH:25]=[CH:26][CH:27]=[CH:28][C:23]=5[N:22]=[C:21]4[NH:29][CH2:30][CH2:31][NH2:32])[CH2:16][CH2:15]3)[CH2:13][CH2:12][CH2:11][CH2:10][CH2:9][CH2:8]2)[CH:6]=[CH:5][CH:4]=[CH:3][CH:2]=1.C([NH:40][C:41](N1C=CCN1C(=N)NC(OC(C)(C)C)=O)=[NH:42])(OC(C)(C)C)=O.O. (2) Given the product [Cl:17][C:11]1[CH:10]=[C:9]([C:6]2[CH:7]=[CH:8][N:4]([CH2:3][C@@H:2]([NH:1][C:24]([C:22]3[N:21]=[C:20]([C:27]([O:29][CH2:30][CH3:31])=[O:28])[S:19][CH:23]=3)=[O:25])[CH3:18])[N:5]=2)[CH:16]=[CH:15][C:12]=1[C:13]#[N:14], predict the reactants needed to synthesize it. The reactants are: [NH2:1][C@@H:2]([CH3:18])[CH2:3][N:4]1[CH:8]=[CH:7][C:6]([C:9]2[CH:16]=[CH:15][C:12]([C:13]#[N:14])=[C:11]([Cl:17])[CH:10]=2)=[N:5]1.[S:19]1[CH:23]=[C:22]([C:24]([O-])=[O:25])[N:21]=[C:20]1[C:27]([O:29][CH2:30][CH3:31])=[O:28]. (3) Given the product [NH3:11].[CH2:23]([N:11]1[CH2:12][CH2:13][C:8]([C:4]2[CH:5]=[CH:6][CH:7]=[C:2]([OH:1])[CH:3]=2)([CH2:14][CH2:15][CH3:16])[CH2:9][CH2:10]1)[CH2:24][CH2:25][CH2:26][CH2:27][CH3:28], predict the reactants needed to synthesize it. The reactants are: [OH:1][C:2]1[CH:3]=[C:4]([C:8]2([CH2:14][CH2:15][CH3:16])[CH2:13][CH2:12][NH:11][CH2:10][CH2:9]2)[CH:5]=[CH:6][CH:7]=1.C(=O)([O-])O.[Na+].Br[CH2:23][CH2:24][CH2:25][CH2:26][CH2:27][CH3:28]. (4) Given the product [CH2:1]([O:8][C:9]1[C:10]([CH2:23][CH2:25][CH2:26][CH2:27][CH2:28][CH2:29][CH2:30][CH2:31][CH2:32][CH2:33][O:34][CH2:35][O:36][CH3:37])=[N:11][C:12]([N:16]2[C:17]([CH3:22])=[CH:18][CH:19]=[C:20]2[CH3:21])=[CH:13][C:14]=1[CH3:15])[C:2]1[CH:7]=[CH:6][CH:5]=[CH:4][CH:3]=1, predict the reactants needed to synthesize it. The reactants are: [CH2:1]([O:8][C:9]1[C:10]([CH3:23])=[N:11][C:12]([N:16]2[C:20]([CH3:21])=[CH:19][CH:18]=[C:17]2[CH3:22])=[CH:13][C:14]=1[CH3:15])[C:2]1[CH:7]=[CH:6][CH:5]=[CH:4][CH:3]=1.Br[CH2:25][CH2:26][CH2:27][CH2:28][CH2:29][CH2:30][CH2:31][CH2:32][CH2:33][O:34][CH2:35][O:36][CH3:37].[Li]C1C=CC=CC=1.